Dataset: NCI-60 drug combinations with 297,098 pairs across 59 cell lines. Task: Regression. Given two drug SMILES strings and cell line genomic features, predict the synergy score measuring deviation from expected non-interaction effect. (1) Synergy scores: CSS=10.8, Synergy_ZIP=0.984, Synergy_Bliss=2.61, Synergy_Loewe=3.82, Synergy_HSA=2.74. Cell line: NCI-H460. Drug 1: C1CC(=O)NC(=O)C1N2CC3=C(C2=O)C=CC=C3N. Drug 2: C1=CC=C(C(=C1)C(C2=CC=C(C=C2)Cl)C(Cl)Cl)Cl. (2) Drug 1: C1=CC(=C2C(=C1NCCNCCO)C(=O)C3=C(C=CC(=C3C2=O)O)O)NCCNCCO. Drug 2: C1=NC(=NC(=O)N1C2C(C(C(O2)CO)O)O)N. Cell line: MDA-MB-435. Synergy scores: CSS=25.2, Synergy_ZIP=-3.01, Synergy_Bliss=6.64, Synergy_Loewe=-1.32, Synergy_HSA=2.95. (3) Drug 1: C1=C(C(=O)NC(=O)N1)N(CCCl)CCCl. Drug 2: CC1C(C(=O)NC(C(=O)N2CCCC2C(=O)N(CC(=O)N(C(C(=O)O1)C(C)C)C)C)C(C)C)NC(=O)C3=C4C(=C(C=C3)C)OC5=C(C(=O)C(=C(C5=N4)C(=O)NC6C(OC(=O)C(N(C(=O)CN(C(=O)C7CCCN7C(=O)C(NC6=O)C(C)C)C)C)C(C)C)C)N)C. Cell line: HS 578T. Synergy scores: CSS=6.02, Synergy_ZIP=-1.41, Synergy_Bliss=1.12, Synergy_Loewe=-0.0245, Synergy_HSA=0.180. (4) Drug 1: C1CCC(C1)C(CC#N)N2C=C(C=N2)C3=C4C=CNC4=NC=N3. Drug 2: CC1C(C(CC(O1)OC2CC(CC3=C2C(=C4C(=C3O)C(=O)C5=CC=CC=C5C4=O)O)(C(=O)C)O)N)O. Cell line: HL-60(TB). Synergy scores: CSS=45.0, Synergy_ZIP=9.40, Synergy_Bliss=9.63, Synergy_Loewe=-41.0, Synergy_HSA=2.28. (5) Drug 1: CCN(CC)CCNC(=O)C1=C(NC(=C1C)C=C2C3=C(C=CC(=C3)F)NC2=O)C. Drug 2: CC1=C(N=C(N=C1N)C(CC(=O)N)NCC(C(=O)N)N)C(=O)NC(C(C2=CN=CN2)OC3C(C(C(C(O3)CO)O)O)OC4C(C(C(C(O4)CO)O)OC(=O)N)O)C(=O)NC(C)C(C(C)C(=O)NC(C(C)O)C(=O)NCCC5=NC(=CS5)C6=NC(=CS6)C(=O)NCCC[S+](C)C)O. Cell line: SN12C. Synergy scores: CSS=12.8, Synergy_ZIP=-5.32, Synergy_Bliss=3.01, Synergy_Loewe=-13.9, Synergy_HSA=-2.81. (6) Drug 1: CC1OCC2C(O1)C(C(C(O2)OC3C4COC(=O)C4C(C5=CC6=C(C=C35)OCO6)C7=CC(=C(C(=C7)OC)O)OC)O)O. Drug 2: C1=CC(=CC=C1CCCC(=O)O)N(CCCl)CCCl. Cell line: RXF 393. Synergy scores: CSS=36.7, Synergy_ZIP=-2.31, Synergy_Bliss=3.02, Synergy_Loewe=-6.81, Synergy_HSA=7.32. (7) Drug 1: C1=C(C(=O)NC(=O)N1)F. Drug 2: C1C(C(OC1N2C=NC3=C(N=C(N=C32)Cl)N)CO)O. Cell line: MCF7. Synergy scores: CSS=32.1, Synergy_ZIP=7.34, Synergy_Bliss=5.90, Synergy_Loewe=4.13, Synergy_HSA=4.32. (8) Drug 1: CCC1=C2CN3C(=CC4=C(C3=O)COC(=O)C4(CC)O)C2=NC5=C1C=C(C=C5)O. Drug 2: CC1=C(C(=CC=C1)Cl)NC(=O)C2=CN=C(S2)NC3=CC(=NC(=N3)C)N4CCN(CC4)CCO. Cell line: UACC62. Synergy scores: CSS=17.0, Synergy_ZIP=-1.61, Synergy_Bliss=-0.968, Synergy_Loewe=-1.23, Synergy_HSA=0.323.